This data is from Reaction yield outcomes from USPTO patents with 853,638 reactions. The task is: Predict the reaction yield, written as a fraction of the theoretical maximum amount of product (1.0 means a 100% yield; for example, 0.34 means a 34% yield). (1) The reactants are [C:1]([O:5][C:6]([NH:8][CH2:9][CH:10]([O:19][S:20]([C:23]1[CH:28]=[CH:27][C:26]([CH3:29])=[CH:25][CH:24]=1)(=[O:22])=[O:21])[C:11]([F:18])([F:17])[C:12]([O:14]CC)=O)=[O:7])([CH3:4])([CH3:3])[CH3:2].C(OCC)(=O)C.Cl. The catalyst is C(OCC)(=O)C. The product is [F:18][C:11]1([F:17])[CH:10]([O:19][S:20]([C:23]2[CH:24]=[CH:25][C:26]([CH3:29])=[CH:27][CH:28]=2)(=[O:21])=[O:22])[CH2:9][N:8]([C:6]([O:5][C:1]([CH3:2])([CH3:4])[CH3:3])=[O:7])[C:12]1=[O:14]. The yield is 0.800. (2) The reactants are [O:1]=C(CCC)CP(=O)(OCC)OCC.[H-].[Na+].[C:17]([C:20]1[CH:21]=[N:22][CH:23]=[CH:24][CH:25]=1)(=O)[CH3:18].[CH2:26]1[CH2:30][O:29][CH2:28][CH2:27]1. No catalyst specified. The product is [N:22]1[CH:23]=[CH:24][CH:25]=[C:20](/[C:17](/[CH3:18])=[CH:27]/[C:28]([O:29][CH2:30][CH3:26])=[O:1])[CH:21]=1. The yield is 0.400.